From a dataset of Catalyst prediction with 721,799 reactions and 888 catalyst types from USPTO. Predict which catalyst facilitates the given reaction. (1) Reactant: [CH2:1]([O:5][C:6](=[O:21])/[CH:7]=[CH:8]/[C:9]1[CH:14]=[CH:13][C:12]([O:15][C:16]([F:19])([F:18])[F:17])=[C:11]([F:20])[CH:10]=1)[CH2:2][CH2:3][CH3:4]. Product: [CH2:1]([O:5][C:6](=[O:21])[CH2:7][CH2:8][C:9]1[CH:14]=[CH:13][C:12]([O:15][C:16]([F:18])([F:19])[F:17])=[C:11]([F:20])[CH:10]=1)[CH2:2][CH2:3][CH3:4]. The catalyst class is: 45. (2) Reactant: C(OC([N:8]1[CH2:13][CH2:12][N:11]2[C:14]([C:17]([F:20])([F:19])[F:18])=[N:15][N:16]=[C:10]2[C:9]1([CH3:22])[CH3:21])=O)(C)(C)C.Cl. Product: [CH3:21][C:9]1([CH3:22])[NH:8][CH2:13][CH2:12][N:11]2[C:14]([C:17]([F:20])([F:18])[F:19])=[N:15][N:16]=[C:10]12. The catalyst class is: 5. (3) The catalyst class is: 97. Reactant: Cl.[NH2:2][OH:3].[OH-].[Na+].[CH3:6][C:7]1[C:12]([CH:13]=O)=[CH:11][CH:10]=[CH:9][N:8]=1.Cl. Product: [CH3:6][C:7]1[C:12]([CH:13]=[N:2][OH:3])=[CH:11][CH:10]=[CH:9][N:8]=1. (4) Reactant: [Cl:1][C:2]1[CH:3]=[C:4](B(O)O)[CH:5]=[CH:6][CH:7]=1.C([O-])(=O)C.C([O-])(=O)C.[Cl:19][C:20]1[CH:21]=[C:22]([I+2:26])[CH:23]=[CH:24][CH:25]=1.[F:27][B-:28]([F:31])([F:30])[F:29].[Na+]. Product: [F:27][B-:28]([F:31])([F:30])[F:29].[Cl:1][C:2]1[CH:3]=[C:4]([I+:26][C:22]2[CH:23]=[CH:24][CH:25]=[C:20]([Cl:19])[CH:21]=2)[CH:5]=[CH:6][CH:7]=1. The catalyst class is: 2. (5) The catalyst class is: 17. Product: [N:28]1([C:33]([N:24]2[C:23](=[O:25])[O:22][N:21]=[C:20]2[C:16]2[CH:15]=[C:14]([C:13]([F:26])([F:12])[F:27])[N:19]=[CH:18][N:17]=2)=[O:34])[CH2:32][CH2:31][CH2:30][CH2:29]1. Reactant: N12CCCN=C1CCCCC2.[F:12][C:13]([F:27])([F:26])[C:14]1[N:19]=[CH:18][N:17]=[C:16]([C:20]2[NH:21][O:22][C:23](=[O:25])[N:24]=2)[CH:15]=1.[N:28]1([C:33](Cl)=[O:34])[CH2:32][CH2:31][CH2:30][CH2:29]1. (6) The catalyst class is: 3. Reactant: [CH2:1]([O:8][C:9]1[CH:14]=[CH:13][C:12]([C:15]2[NH:29][C:18]3=[N:19][C:20]([N:23]4[CH2:28][CH2:27][NH:26][CH2:25][CH2:24]4)=[CH:21][CH:22]=[C:17]3[N:16]=2)=[CH:11][CH:10]=1)[C:2]1[CH:7]=[CH:6][CH:5]=[CH:4][CH:3]=1.CCN(C(C)C)C(C)C.[CH:39]1([S:42](Cl)(=[O:44])=[O:43])[CH2:41][CH2:40]1.O. Product: [CH2:1]([O:8][C:9]1[CH:14]=[CH:13][C:12]([C:15]2[NH:29][C:18]3=[N:19][C:20]([N:23]4[CH2:24][CH2:25][N:26]([S:42]([CH:39]5[CH2:41][CH2:40]5)(=[O:44])=[O:43])[CH2:27][CH2:28]4)=[CH:21][CH:22]=[C:17]3[N:16]=2)=[CH:11][CH:10]=1)[C:2]1[CH:3]=[CH:4][CH:5]=[CH:6][CH:7]=1.